Dataset: Full USPTO retrosynthesis dataset with 1.9M reactions from patents (1976-2016). Task: Predict the reactants needed to synthesize the given product. (1) Given the product [CH3:13][O:12][C:9]1[CH:10]=[C:11]2[C:6]([CH2:5][CH:4]([CH2:3][O:2][CH3:1])[N:20]=[CH:21]2)=[CH:7][C:8]=1[O:14][CH2:15][CH2:16][CH2:17][O:18][CH3:19], predict the reactants needed to synthesize it. The reactants are: [CH3:1][O:2][CH2:3][CH:4]([NH:20][CH:21]=O)[CH2:5][C:6]1[CH:11]=[CH:10][C:9]([O:12][CH3:13])=[C:8]([O:14][CH2:15][CH2:16][CH2:17][O:18][CH3:19])[CH:7]=1.O=P(Cl)(Cl)Cl. (2) Given the product [ClH:1].[CH3:8][O:9][C:10]1[CH:15]=[C:14]([CH3:16])[C:13]([S:17]([N:20]([CH3:21])[CH2:22][CH2:23][O:24][CH2:25][C:26]([N:28]2[CH2:33][CH2:32][C:31]([NH:40][CH3:41])([C:34]3[CH:35]=[CH:36][N:37]=[CH:38][CH:39]=3)[CH2:30][CH2:29]2)=[O:27])(=[O:19])=[O:18])=[C:12]([CH3:49])[CH:11]=1, predict the reactants needed to synthesize it. The reactants are: [ClH:1].O1CCOCC1.[CH3:8][O:9][C:10]1[CH:15]=[C:14]([CH3:16])[C:13]([S:17]([N:20]([CH2:22][CH2:23][O:24][CH2:25][C:26]([N:28]2[CH2:33][CH2:32][C:31]([N:40](C)[C:41](=O)OC(C)(C)C)([C:34]3[CH:39]=[CH:38][N:37]=[CH:36][CH:35]=3)[CH2:30][CH2:29]2)=[O:27])[CH3:21])(=[O:19])=[O:18])=[C:12]([CH3:49])[CH:11]=1. (3) Given the product [F:13][CH2:12][C@@H:2]1[C@@H:3]([C:5]2[CH:10]=[CH:9][C:8]([I:11])=[CH:7][CH:6]=2)[O:4][C:15]([CH3:17])([CH3:14])[NH:1]1, predict the reactants needed to synthesize it. The reactants are: [NH2:1][C@H:2]([CH2:12][F:13])[C@@H:3]([C:5]1[CH:10]=[CH:9][C:8]([I:11])=[CH:7][CH:6]=1)[OH:4].[CH3:14][C:15]([CH3:17])=O. (4) Given the product [F:6][C:7]1[CH:12]=[CH:11][N:10]=[C:9]([O:13][CH2:14][C:15]2[CH:20]=[CH:19][C:18]([CH2:21][C:22]3[CH:27]=[C:26]([C:28]4[C:29]([NH2:34])=[N:30][CH:31]=[CH:32][CH:33]=4)[O:24][N:23]=3)=[CH:17][CH:16]=2)[CH:8]=1, predict the reactants needed to synthesize it. The reactants are: O1CCCC1.[F:6][C:7]1[CH:12]=[CH:11][N:10]=[C:9]([O:13][CH2:14][C:15]2[CH:20]=[CH:19][C:18]([CH2:21][C:22](Cl)=[N:23][OH:24])=[CH:17][CH:16]=2)[CH:8]=1.[C:26]([C:28]1[C:29]([NH2:34])=[N:30][CH:31]=[CH:32][CH:33]=1)#[CH:27].C(N(CC)CC)C.